This data is from Forward reaction prediction with 1.9M reactions from USPTO patents (1976-2016). The task is: Predict the product of the given reaction. (1) Given the reactants Br[C:2]1[CH:7]=[CH:6][C:5]([O:8][CH3:9])=[C:4]([CH:10]([CH3:12])[CH3:11])[C:3]=1[CH3:13].[Li]CCCC.[CH3:19][O:20][C:21]1[CH:28]=[CH:27][C:24]([CH:25]=[O:26])=[C:23]([CH3:29])[CH:22]=1, predict the reaction product. The product is: [CH3:9][O:8][C:5]1[CH:6]=[CH:7][C:2]([CH:25]([C:24]2[CH:27]=[CH:28][C:21]([O:20][CH3:19])=[CH:22][C:23]=2[CH3:29])[OH:26])=[C:3]([CH3:13])[C:4]=1[CH:10]([CH3:12])[CH3:11]. (2) Given the reactants C(OC([N:8]1[CH2:13][CH2:12][C:11]([C:15]2[N:16]([CH2:28][CH2:29][N:30]([CH3:32])[CH3:31])[CH:17]=[C:18]([C:20]3[CH:25]=[CH:24][C:23]([F:26])=[C:22]([Cl:27])[CH:21]=3)[N:19]=2)([OH:14])[CH2:10][CH2:9]1)=O)(C)(C)C.[ClH:33].CO, predict the reaction product. The product is: [ClH:27].[ClH:33].[Cl:27][C:22]1[CH:21]=[C:20]([C:18]2[N:19]=[C:15]([C:11]3([OH:14])[CH2:12][CH2:13][NH:8][CH2:9][CH2:10]3)[N:16]([CH2:28][CH2:29][N:30]([CH3:32])[CH3:31])[CH:17]=2)[CH:25]=[CH:24][C:23]=1[F:26]. (3) The product is: [Br:11][C:8]1[CH:7]=[C:3]2[C:2](=[CH:10][CH:9]=1)[N:1]=[C:27]([C:26]1[CH:25]=[C:24]([CH3:31])[C:23]([O:22][CH2:21][CH2:20][OH:19])=[C:30]([CH3:37])[CH:29]=1)[NH:6][C:4]2=[O:5].[Br:11][C:8]1[CH:7]=[C:3]2[C:2](=[CH:10][CH:9]=1)[N:1]=[C:27]([C:26]1[CH:29]=[C:30]([CH3:37])[C:23]([O:22][CH2:21][CH2:20][O:19][Si:12]([C:15]([CH3:18])([CH3:17])[CH3:16])([CH3:14])[CH3:13])=[C:24]([CH3:31])[CH:25]=1)[NH:6][C:4]2=[O:5]. Given the reactants [NH2:1][C:2]1[CH:10]=[CH:9][C:8]([Br:11])=[CH:7][C:3]=1[C:4]([NH2:6])=[O:5].[Si:12]([O:19][CH2:20][CH2:21][O:22][C:23]1[CH:30]=[CH:29][C:26]([CH:27]=O)=[CH:25][C:24]=1[CH3:31])([C:15]([CH3:18])([CH3:17])[CH3:16])([CH3:14])[CH3:13].OS([O-])=O.[Na+].[CH3:37]C1C=CC(S(O)(=O)=O)=CC=1.O, predict the reaction product. (4) Given the reactants [CH3:1][N:2]1[C:10]2[CH:9]=[C:8]([N:11]3[CH:16]=[CH:15][C:14]([C:17]4[CH:22]=[CH:21][C:20]([C:23]([F:26])([F:25])[F:24])=[CH:19][N:18]=4)=[CH:13][C:12]3=[O:27])[CH:7]=[CH:6][C:5]=2[C:4]2[CH2:28][N:29](C(OC(C)(C)C)=O)[CH2:30][CH2:31][C:3]1=2.C1(N)C(F)=C(F)C(F)=C(N)C=1F.[ClH:51].Cl, predict the reaction product. The product is: [ClH:51].[ClH:51].[CH3:1][N:2]1[C:10]2[CH:9]=[C:8]([N:11]3[CH:16]=[CH:15][C:14]([C:17]4[CH:22]=[CH:21][C:20]([C:23]([F:24])([F:25])[F:26])=[CH:19][N:18]=4)=[CH:13][C:12]3=[O:27])[CH:7]=[CH:6][C:5]=2[C:4]2[CH2:28][NH:29][CH2:30][CH2:31][C:3]1=2. (5) Given the reactants [N:1]1[C:10]2[C:5](=[CH:6][CH:7]=[CH:8][CH:9]=2)[CH:4]=[CH:3][C:2]=1[CH:11]=O.[CH:13]1[C:22]2[C:17](=[CH:18][CH:19]=[CH:20][CH:21]=2)[CH:16]=[CH:15][C:14]=1[C:23](=[O:25])[CH3:24], predict the reaction product. The product is: [CH:13]1[C:22]2[C:17](=[CH:18][CH:19]=[CH:20][CH:21]=2)[CH:16]=[CH:15][C:14]=1[C:23](=[O:25])[CH:24]=[CH:11][C:2]1[CH:3]=[CH:4][C:5]2[C:10](=[CH:9][CH:8]=[CH:7][CH:6]=2)[N:1]=1. (6) The product is: [CH3:1][CH2:2][C@@:3]1([OH:31])[C:8](=[O:9])[O:7][CH2:6][C:5]2[C:10]([N:12]3[C:29](=[CH:30][C:4]1=2)[C:28]1[N:27]=[C:17]2[CH:18]=[CH:19][C:20]([OH:26])=[C:21]([CH2:22][N:23]([CH3:24])[CH3:25])[C:16]2=[CH:15][C:14]=1[CH2:13]3)=[O:11].[NH2:39][C@H:40]([C:42]([OH:44])=[O:43])[CH3:41]. Given the reactants [CH3:1][CH2:2][C@@:3]1([OH:31])[C:8](=[O:9])[O:7][CH2:6][C:5]2[C:10]([N:12]3[C:29](=[CH:30][C:4]1=2)[C:28]1[N:27]=[C:17]2[CH:18]=[CH:19][C:20]([OH:26])=[C:21]([CH2:22][N:23]([CH3:25])[CH3:24])[C:16]2=[CH:15][C:14]=1[CH2:13]3)=[O:11].C([NH:39][C@H:40]([C:42]([OH:44])=[O:43])[CH3:41])(OC(C)(C)C)=O.FC(F)(F)C(O)=O, predict the reaction product. (7) Given the reactants [NH2:1][NH:2][C:3]([C:5]1[C:10]([C:11]([F:14])([F:13])[F:12])=[CH:9][CH:8]=[CH:7][N:6]=1)=[NH:4].[CH3:15][O:16][C:17]1[C:18]([OH:25])=[C:19]([CH:22]=[CH:23][CH:24]=1)[CH:20]=O, predict the reaction product. The product is: [CH3:15][O:16][C:17]1[C:18]([OH:25])=[C:19]([C:20]2[NH:1][N:2]=[C:3]([C:5]3[C:10]([C:11]([F:12])([F:13])[F:14])=[CH:9][CH:8]=[CH:7][N:6]=3)[N:4]=2)[CH:22]=[CH:23][CH:24]=1. (8) Given the reactants Cl.[CH3:2][CH:3]1[CH:8]([C:9]([OH:11])=[O:10])[CH2:7][CH2:6][NH:5][CH2:4]1.O=S(Cl)[Cl:14].[CH3:16][CH2:17]O, predict the reaction product. The product is: [ClH:14].[CH3:2][CH:3]1[CH:8]([C:9]([O:11][CH2:16][CH3:17])=[O:10])[CH2:7][CH2:6][NH:5][CH2:4]1. (9) Given the reactants [CH:1]1[N:10]2[C:4]([CH2:5][CH2:6][CH2:7][C:8]3[CH:14]=[CH:13][C:12]([NH2:15])=[CH:11][C:9]=32)=[N:3][CH:2]=1.[CH3:16][NH:17][C:18]([C:20]1[S:21][CH:22]=[CH:23][C:24]=1[NH:25][C:26]1[C:31]([Cl:32])=[CH:30][N:29]=[C:28](Cl)[N:27]=1)=[O:19], predict the reaction product. The product is: [CH3:16][NH:17][C:18]([C:20]1[S:21][CH:22]=[CH:23][C:24]=1[NH:25][C:26]1[C:31]([Cl:32])=[CH:30][N:29]=[C:28]([NH:15][C:12]2[CH:13]=[CH:14][C:8]3[CH2:7][CH2:6][CH2:5][C:4]4[N:10]([CH:1]=[CH:2][N:3]=4)[C:9]=3[CH:11]=2)[N:27]=1)=[O:19].